From a dataset of HIV replication inhibition screening data with 41,000+ compounds from the AIDS Antiviral Screen. Binary Classification. Given a drug SMILES string, predict its activity (active/inactive) in a high-throughput screening assay against a specified biological target. (1) The drug is COc1c2c(c3c(c1CCC(=O)O)OC(C)(C)C=C3)OC(C)(C)C=C2. The result is 0 (inactive). (2) The compound is O=C(O)c1ccc2nc(-c3ccccn3)c(-c3ccccn3)nc2c1. The result is 0 (inactive). (3) The compound is O=C1CCCC2=C1CC1=C(CCCC1=O)N2c1ccc(Cl)cc1. The result is 0 (inactive). (4) The drug is CC1=NNC(=N)NC1=CC(Sc1ccc(Cl)cc1)c1ccc([N+](=O)[O-])cc1. The result is 0 (inactive).